From a dataset of Peptide-MHC class I binding affinity with 185,985 pairs from IEDB/IMGT. Regression. Given a peptide amino acid sequence and an MHC pseudo amino acid sequence, predict their binding affinity value. This is MHC class I binding data. (1) The peptide sequence is SIQLDEKSSI. The MHC is HLA-A68:02 with pseudo-sequence HLA-A68:02. The binding affinity (normalized) is 0.301. (2) The peptide sequence is ITINYFLLL. The MHC is HLA-A32:01 with pseudo-sequence HLA-A32:01. The binding affinity (normalized) is 0.